From a dataset of Catalyst prediction with 721,799 reactions and 888 catalyst types from USPTO. Predict which catalyst facilitates the given reaction. (1) Reactant: [CH3:1][O:2][CH2:3][CH2:4][O:5][CH2:6][CH2:7][O:8][CH2:9][CH2:10][O:11][C:12]1[CH:17]=[CH:16][CH:15]=[C:14]([N+:18]([O-])=O)[CH:13]=1.[Cl-].[NH4+]. Product: [CH3:1][O:2][CH2:3][CH2:4][O:5][CH2:6][CH2:7][O:8][CH2:9][CH2:10][O:11][C:12]1[CH:13]=[C:14]([CH:15]=[CH:16][CH:17]=1)[NH2:18]. The catalyst class is: 190. (2) Reactant: [C:1]([OH:20])(=O)[CH2:2][CH2:3][CH2:4][CH2:5][CH2:6][CH2:7][CH2:8]/[CH:9]=[CH:10]\[CH2:11]/[CH:12]=[CH:13]\[CH2:14][CH2:15][CH2:16][CH2:17][CH3:18].Cl.[CH3:22][NH:23][O:24][CH3:25].O.ON1C2C=CC=CC=2N=C1.C(N(CC)CC)C.Cl.C(N=C=NCCCN(C)C)C. Product: [CH3:25][O:24][N:23]([CH3:22])[C:1](=[O:20])[CH2:2][CH2:3][CH2:4][CH2:5][CH2:6][CH2:7][CH2:8]/[CH:9]=[CH:10]\[CH2:11]/[CH:12]=[CH:13]\[CH2:14][CH2:15][CH2:16][CH2:17][CH3:18]. The catalyst class is: 4. (3) Reactant: C1C=CC2N([OH:10])N=[N:7]C=2C=1.CCN=C=NCCCN(C)C.[F:22][C:23]([F:39])([F:38])[C:24]([N:26]1[CH2:31][CH2:30][NH:29][CH:28]([CH2:32][N:33]2[CH2:37][CH2:36][CH2:35][CH2:34]2)[CH2:27]1)=[O:25].CCN(C(C)C)C(C)C. Product: [NH4+:7].[OH-:10].[F:39][C:23]([F:22])([F:38])[C:24]([N:26]1[CH2:31][CH2:30][NH:29][CH:28]([CH2:32][N:33]2[CH2:34][CH2:35][CH2:36][CH2:37]2)[CH2:27]1)=[O:25]. The catalyst class is: 34.